Dataset: Catalyst prediction with 721,799 reactions and 888 catalyst types from USPTO. Task: Predict which catalyst facilitates the given reaction. (1) Reactant: [C:1]([O:5][C:6]([N:8]1[CH2:13][CH2:12][C:11]([CH3:17])(C(O)=O)[CH2:10][CH2:9]1)=[O:7])([CH3:4])([CH3:3])[CH3:2].C1(P(N=[N+]=[N-])(C2C=CC=CC=2)=[O:25])C=CC=CC=1.C([N:37]([CH2:40]C)CC)C.[CH2:42]([OH:49])[C:43]1[CH:48]=[CH:47][CH:46]=[CH:45][CH:44]=1. Product: [CH2:42]([O:49][C:40]([NH:37][C:11]1([CH3:17])[CH2:10][CH2:9][N:8]([C:6]([O:5][C:1]([CH3:2])([CH3:3])[CH3:4])=[O:7])[CH2:13][CH2:12]1)=[O:25])[C:43]1[CH:48]=[CH:47][CH:46]=[CH:45][CH:44]=1. The catalyst class is: 11. (2) Product: [F:23][C:24]([F:37])([F:36])[S:25]([O:15][C:9]1[C:10]([C:12](=[O:14])[CH3:13])=[CH:11][C:2]([Cl:1])=[C:3]2[C:8]=1[N:7]=[CH:6][CH:5]=[CH:4]2)(=[O:27])=[O:26]. The catalyst class is: 2. Reactant: [Cl:1][C:2]1[CH:11]=[C:10]([C:12](=[O:14])[CH3:13])[C:9]([OH:15])=[C:8]2[C:3]=1[CH:4]=[CH:5][CH:6]=[N:7]2.C(N(CC)CC)C.[F:23][C:24]([F:37])([F:36])[S:25](O[S:25]([C:24]([F:37])([F:36])[F:23])(=[O:27])=[O:26])(=[O:27])=[O:26].